This data is from TCR-epitope binding with 47,182 pairs between 192 epitopes and 23,139 TCRs. The task is: Binary Classification. Given a T-cell receptor sequence (or CDR3 region) and an epitope sequence, predict whether binding occurs between them. The epitope is AMFWSVPTV. The TCR CDR3 sequence is CSVATGSYEQYF. Result: 0 (the TCR does not bind to the epitope).